Dataset: Catalyst prediction with 721,799 reactions and 888 catalyst types from USPTO. Task: Predict which catalyst facilitates the given reaction. (1) Reactant: [Cl:1][C:2]1[C:7]([F:8])=[CH:6][C:5]([NH:9][C:10](=O)[C:11]2[C:16]([C:17]([F:20])([F:19])[F:18])=[CH:15][CH:14]=[N:13][CH:12]=2)=[C:4]([NH:22][CH3:23])[CH:3]=1.C1CCN2C(=NCCC2)CC1. Product: [Cl:1][C:2]1[C:7]([F:8])=[CH:6][C:5]2[N:9]=[C:10]([C:11]3[CH:12]=[N:13][CH:14]=[CH:15][C:16]=3[C:17]([F:20])([F:19])[F:18])[N:22]([CH3:23])[C:4]=2[CH:3]=1. The catalyst class is: 44. (2) Reactant: Cl.[N+:2]([C:5]1[CH:15]=[CH:14][C:8]2[CH2:9][CH2:10][NH:11][CH2:12][CH2:13][C:7]=2[CH:6]=1)([O-:4])=[O:3].N1C=CC=CC=1.C(N(CC)CC)C.[C:29]1([CH3:39])[CH:34]=[CH:33][C:32]([S:35](Cl)(=[O:37])=[O:36])=[CH:31][CH:30]=1. Product: [CH3:39][C:29]1[CH:34]=[CH:33][C:32]([S:35]([N:11]2[CH2:10][CH2:9][C:8]3[CH:14]=[CH:15][C:5]([N+:2]([O-:4])=[O:3])=[CH:6][C:7]=3[CH2:13][CH2:12]2)(=[O:37])=[O:36])=[CH:31][CH:30]=1. The catalyst class is: 4. (3) Reactant: [NH2:1][C:2]1[CH:10]=[C:9]([C@H:11]([NH:15][C:16]([N:18]2[C:24](=[O:25])[C@@H:23]([CH2:26][C:27]3[CH:32]=[C:31]([Cl:33])[CH:30]=[CH:29][C:28]=3[O:34][CH3:35])[CH2:22][NH:21][C:20](=[N:36][O:37][CH2:38][CH3:39])[CH2:19]2)=[O:17])[CH2:12][CH2:13][CH3:14])[CH:8]=[CH:7][C:3]=1[C:4]([OH:6])=[O:5].C(O)(=O)C.O.C(O)(=O)C.O. Product: [C:4]([OH:6])(=[O:5])[CH3:3].[NH2:1][C:2]1[CH:10]=[C:9]([C@H:11]([NH:15][C:16]([N:18]2[C:24](=[O:25])[C@@H:23]([CH2:26][C:27]3[CH:32]=[C:31]([Cl:33])[CH:30]=[CH:29][C:28]=3[O:34][CH3:35])[CH2:22][NH:21]/[C:20](=[N:36]\[O:37][CH2:38][CH3:39])/[CH2:19]2)=[O:17])[CH2:12][CH2:13][CH3:14])[CH:8]=[CH:7][C:3]=1[C:4]([OH:6])=[O:5]. The catalyst class is: 13. (4) Reactant: [O:1]1[CH2:6][CH:5]=[C:4]([C:7]2[CH:8]=[C:9]3[C:20]4([CH2:24][S:23][C:22]([NH:25]C(=O)OC(C)(C)C)=[N:21]4)[C:19]4[C:14](=[CH:15][CH:16]=[C:17]([C:33]5[C:34]([F:39])=[N:35][CH:36]=[CH:37][CH:38]=5)[CH:18]=4)[O:13][C:10]3=[N:11][CH:12]=2)[CH2:3][CH2:2]1.C(O)(C(F)(F)F)=O. Product: [O:1]1[CH2:2][CH:3]=[C:4]([C:7]2[CH:8]=[C:9]3[C@:20]4([CH2:24][S:23][C:22]([NH2:25])=[N:21]4)[C:19]4[C:14](=[CH:15][CH:16]=[C:17]([C:33]5[C:34]([F:39])=[N:35][CH:36]=[CH:37][CH:38]=5)[CH:18]=4)[O:13][C:10]3=[N:11][CH:12]=2)[CH2:5][CH2:6]1. The catalyst class is: 2. (5) Reactant: [C:1]([C:3]1[CH:8]=[CH:7][C:6]([NH:9][C:10]2[N:15]=[C:14]([NH:16][CH2:17][CH2:18][CH3:19])[C:13]([C:20]#[C:21][CH2:22][CH2:23][CH2:24][NH:25][C:26](=[O:38])[C@@H:27]([N:29](C)[C:30](=O)OC(C)(C)C)[CH3:28])=[CH:12][N:11]=2)=[CH:5][CH:4]=1)#[N:2].Cl. Product: [C:1]([C:3]1[CH:8]=[CH:7][C:6]([NH:9][C:10]2[N:15]=[C:14]([NH:16][CH2:17][CH2:18][CH3:19])[C:13]([C:20]#[C:21][CH2:22][CH2:23][CH2:24][NH:25][C:26](=[O:38])[C@@H:27]([NH:29][CH3:30])[CH3:28])=[CH:12][N:11]=2)=[CH:5][CH:4]=1)#[N:2]. The catalyst class is: 12.